Dataset: CYP1A2 inhibition data for predicting drug metabolism from PubChem BioAssay. Task: Regression/Classification. Given a drug SMILES string, predict its absorption, distribution, metabolism, or excretion properties. Task type varies by dataset: regression for continuous measurements (e.g., permeability, clearance, half-life) or binary classification for categorical outcomes (e.g., BBB penetration, CYP inhibition). Dataset: cyp1a2_veith. (1) The molecule is COCCNc1ncncc1-c1ccccc1OC. The result is 1 (inhibitor). (2) The compound is Cc1nnc(-c2cccc(Br)c2)c2cn(-c3ccc(Br)cc3)nc12. The result is 1 (inhibitor). (3) The drug is Clc1ccc(OCc2cnc(Cl)s2)cc1. The result is 1 (inhibitor).